Task: Predict hERG channel inhibition at various concentrations.. Dataset: hERG Central: cardiac toxicity at 1µM, 10µM, and general inhibition (1) The drug is CC1(C)CC(CNCCC(c2ccc(F)cc2)c2ccco2)CCO1. Results: hERG_inhib (hERG inhibition (general)): blocker. (2) The compound is COc1ccc(Nc2nc(N)nc(CN3CCN(c4ccccn4)CC3)n2)cc1. Results: hERG_inhib (hERG inhibition (general)): blocker.